The task is: Predict the product of the given reaction.. This data is from Forward reaction prediction with 1.9M reactions from USPTO patents (1976-2016). The product is: [NH2:1][C:2]1[S:3][C:4]([C:12]2[CH:13]=[CH:14][C:15](=[O:18])[NH:16][CH:17]=2)=[C:5]([C:7]2[O:8][CH:9]=[CH:10][CH:11]=2)[N:6]=1. Given the reactants [NH2:1][C:2]1[S:3][C:4]([C:12]2[CH:13]=[CH:14][C:15]([O:18]C)=[N:16][CH:17]=2)=[C:5]([C:7]2[O:8][CH:9]=[CH:10][CH:11]=2)[N:6]=1.[OH-].[Na+], predict the reaction product.